From a dataset of Full USPTO retrosynthesis dataset with 1.9M reactions from patents (1976-2016). Predict the reactants needed to synthesize the given product. (1) Given the product [CH:31]1[CH:30]=[CH:29][C:28]([P:21]([C:22]2[CH:27]=[CH:26][CH:25]=[CH:24][CH:23]=2)[C:15]2[CH:20]=[CH:19][CH:18]=[CH:17][CH:16]=2)=[CH:33][CH:32]=1.[CH3:14][CH:12]([O:11][C:9](/[N:8]=[N:7]/[C:5]([O:4][CH:2]([CH3:3])[CH3:1])=[O:6])=[O:10])[CH3:13], predict the reactants needed to synthesize it. The reactants are: [CH3:1][CH:2]([O:4][C:5](/[N:7]=[N:8]/[C:9]([O:11][CH:12]([CH3:14])[CH3:13])=[O:10])=[O:6])[CH3:3].[C:15]1([P:21]([C:28]2[CH:33]=[CH:32][CH:31]=[CH:30][CH:29]=2)[C:22]2[CH:27]=[CH:26][CH:25]=[CH:24][CH:23]=2)[CH:20]=[CH:19][CH:18]=[CH:17][CH:16]=1. (2) The reactants are: [CH3:1][O:2][C:3]1[CH:8]=[CH:7][C:6]([CH2:9][CH2:10][CH2:11][C:12]([OH:14])=O)=[CH:5][C:4]=1[CH3:15]. Given the product [CH3:1][O:2][C:3]1[CH:8]=[C:7]2[C:6]([CH2:9][CH2:10][CH2:11][C:12]2=[O:14])=[CH:5][C:4]=1[CH3:15], predict the reactants needed to synthesize it. (3) Given the product [F:21][C:17]1[CH:16]=[C:15]2[C:20]([C:11]([N:10]3[C:4]4[C:5](=[N:6][CH:7]=[C:2]([C:42]5[CH:43]=[N:44][NH:45][CH:46]=5)[CH:3]=4)[C:8]4([CH2:33][CH2:32][O:31][CH2:30][CH2:29]4)[CH2:9]3)=[C:12]([CH3:28])[C:13]([C:22]3[CH:27]=[CH:26][CH:25]=[CH:24][N:23]=3)=[N:14]2)=[CH:19][CH:18]=1, predict the reactants needed to synthesize it. The reactants are: Br[C:2]1[CH:3]=[C:4]2[N:10]([C:11]3[C:20]4[C:15](=[CH:16][C:17]([F:21])=[CH:18][CH:19]=4)[N:14]=[C:13]([C:22]4[CH:27]=[CH:26][CH:25]=[CH:24][N:23]=4)[C:12]=3[CH3:28])[CH2:9][C:8]3([CH2:33][CH2:32][O:31][CH2:30][CH2:29]3)[C:5]2=[N:6][CH:7]=1.CC1(C)C(C)(C)OB([C:42]2[CH:43]=[N:44][NH:45][CH:46]=2)O1.C([O-])([O-])=O.[Na+].[Na+].O. (4) Given the product [Cl:1][C:2]1[CH:3]=[CH:4][C:5]([CH2:6][N:7]2[C:12]([S:13][CH2:14][CH3:15])=[N:11][C:10](=[O:16])[N:9]([CH2:28][CH2:29][S:30]([OH:33])(=[O:32])=[O:31])[C:8]2=[O:17])=[CH:18][CH:19]=1, predict the reactants needed to synthesize it. The reactants are: [Cl:1][C:2]1[CH:19]=[CH:18][C:5]([CH2:6][N:7]2[C:12]([S:13][CH2:14][CH3:15])=[N:11][C:10](=[O:16])[NH:9][C:8]2=[O:17])=[CH:4][CH:3]=1.C(=O)([O-])[O-].[Cs+].[Cs+].[Na].Br[CH2:28][CH2:29][S:30]([OH:33])(=[O:32])=[O:31].Cl.